From a dataset of NCI-60 drug combinations with 297,098 pairs across 59 cell lines. Regression. Given two drug SMILES strings and cell line genomic features, predict the synergy score measuring deviation from expected non-interaction effect. (1) Drug 1: C1CC2CC3=C(CC1C24CN(S(=O)(=O)N4)CC(F)(F)F)C=CC(=C3)C=CCN5CCC(CC5)C(F)(F)F. Drug 2: CC1(CCCN1)C2=NC3=C(C=CC=C3N2)C(=O)N. Cell line: HT29. Synergy scores: CSS=63.8, Synergy_ZIP=5.88, Synergy_Bliss=7.78, Synergy_Loewe=-18.7, Synergy_HSA=5.11. (2) Drug 1: COC1=C(C=C2C(=C1)N=CN=C2NC3=CC(=C(C=C3)F)Cl)OCCCN4CCOCC4. Drug 2: C1=C(C(=O)NC(=O)N1)F. Cell line: SK-MEL-5. Synergy scores: CSS=60.0, Synergy_ZIP=-7.69, Synergy_Bliss=-8.17, Synergy_Loewe=-5.02, Synergy_HSA=-2.07.